Regression. Given a peptide amino acid sequence and an MHC pseudo amino acid sequence, predict their binding affinity value. This is MHC class II binding data. From a dataset of Peptide-MHC class II binding affinity with 134,281 pairs from IEDB. (1) The peptide sequence is GAEVHIGNGGPCLFM. The MHC is HLA-DPA10301-DPB10402 with pseudo-sequence HLA-DPA10301-DPB10402. The binding affinity (normalized) is 0. (2) The peptide sequence is DEARRMWASAQNISG. The MHC is DRB1_0101 with pseudo-sequence DRB1_0101. The binding affinity (normalized) is 0.779. (3) The MHC is DRB4_0101 with pseudo-sequence DRB4_0103. The peptide sequence is SPLTASKLTYENVKM. The binding affinity (normalized) is 0.467. (4) The peptide sequence is KFPKFNRVFEIEFDI. The MHC is DRB1_1501 with pseudo-sequence DRB1_1501. The binding affinity (normalized) is 0.246. (5) The peptide sequence is VIPENAKEKPQEGTV. The MHC is DRB5_0101 with pseudo-sequence DRB5_0101. The binding affinity (normalized) is 0. (6) The peptide sequence is FQTMPGTFQTTTGEI. The MHC is DRB1_0404 with pseudo-sequence DRB1_0404. The binding affinity (normalized) is 0.365. (7) The peptide sequence is MMGKREKKLSEFGKA. The MHC is DRB5_0101 with pseudo-sequence DRB5_0101. The binding affinity (normalized) is 0.640. (8) The peptide sequence is AAATAGTTVYGAFTA. The MHC is HLA-DQA10401-DQB10402 with pseudo-sequence HLA-DQA10401-DQB10402. The binding affinity (normalized) is 0.267. (9) The binding affinity (normalized) is 0.920. The peptide sequence is AQSLCFLLTQKSKSF. The MHC is DRB1_0401 with pseudo-sequence DRB1_0401. (10) The binding affinity (normalized) is 0.930. The MHC is DRB1_0701 with pseudo-sequence DRB1_0701. The peptide sequence is HYKGSSFHRVIPGFM.